This data is from NCI-60 drug combinations with 297,098 pairs across 59 cell lines. The task is: Regression. Given two drug SMILES strings and cell line genomic features, predict the synergy score measuring deviation from expected non-interaction effect. Drug 1: CN(CC1=CN=C2C(=N1)C(=NC(=N2)N)N)C3=CC=C(C=C3)C(=O)NC(CCC(=O)O)C(=O)O. Drug 2: C1=NC2=C(N1)C(=S)N=CN2. Cell line: K-562. Synergy scores: CSS=60.1, Synergy_ZIP=-2.23, Synergy_Bliss=-4.60, Synergy_Loewe=-9.57, Synergy_HSA=-1.70.